Predict the reaction yield, written as a fraction of the theoretical maximum amount of product (1.0 means a 100% yield; for example, 0.34 means a 34% yield). From a dataset of Reaction yield outcomes from USPTO patents with 853,638 reactions. (1) The reactants are [C-:1]#[N:2].C[Mg+].[Br-].[CH2:6]1[CH2:10]O[CH2:8][CH2:7]1. The catalyst is CCOCC. The product is [N:2]1([N:2]2[CH2:1][CH2:10][CH2:6][CH2:7][CH2:8]2)[CH2:1][CH2:10][CH2:6][CH2:7][CH2:8]1. The yield is 0.790. (2) The catalyst is C(Cl)Cl.CN1CCOCC1.C(OCC)(=O)C. The product is [CH3:8][C:6]1([CH3:7])[C:2]([CH3:16])([CH3:1])[O:3][B:4]([C:9]2[CH:14]=[CH:13][C:12]([NH:15][S:18]([CH3:17])(=[O:20])=[O:19])=[CH:11][CH:10]=2)[O:5]1. The reactants are [CH3:1][C:2]1([CH3:16])[C:6]([CH3:8])([CH3:7])[O:5][B:4]([C:9]2[CH:14]=[CH:13][C:12]([NH2:15])=[CH:11][CH:10]=2)[O:3]1.[CH3:17][S:18](Cl)(=[O:20])=[O:19]. The yield is 0.930. (3) The reactants are [CH3:1][N:2]1[C:10]2[CH:9]=[CH:8][CH:7]=[CH:6][C:5]=2[C:4]2[CH2:11][NH:12][CH2:13][CH2:14][C:3]1=2.[C:15](#[N:18])[CH:16]=[CH2:17]. The catalyst is CCCCCCCC[N+](CCCCCCCC)(CCCCCCCC)C.[Cl-].CC(O)C. The product is [CH3:1][N:2]1[C:10]2[CH:9]=[CH:8][CH:7]=[CH:6][C:5]=2[C:4]2[CH2:11][N:12]([CH2:17][CH2:16][C:15]#[N:18])[CH2:13][CH2:14][C:3]1=2. The yield is 0.870. (4) The reactants are [NH2:1][C:2]1[C:7]([CH2:8][CH3:9])=[CH:6][CH:5]=[C:4]([CH3:10])[N:3]=1.[I:11]N1C(=O)CCC1=O. The catalyst is CN(C=O)C. The product is [CH2:8]([C:7]1[C:2]([NH2:1])=[N:3][C:4]([CH3:10])=[C:5]([I:11])[CH:6]=1)[CH3:9]. The yield is 0.790. (5) The reactants are [CH3:1][O:2][C:3]1[CH:8]=[CH:7][C:6]([N:9]([CH3:30])[C:10]2[C:22]3[C:21]4[C:16](=[CH:17][CH:18]=[CH:19][CH:20]=4)[NH:15][C:14]=3[N:13]=[C:12]([NH:23]C(=O)C(C)(C)C)[N:11]=2)=[CH:5][CH:4]=1.[OH-].[Na+].ClC1C2C3C(=CC=CC=3)NC=2N=C(NC(=O)C(C)(C)C)N=1.COC1C=C(C=CC=1)NC. The catalyst is Cl.C(Cl)(Cl)Cl.CO.C(O)CCC. The product is [CH3:1][O:2][C:3]1[CH:4]=[CH:5][C:6]([N:9]([CH3:30])[C:10]2[C:22]3[C:21]4[C:16](=[CH:17][CH:18]=[CH:19][CH:20]=4)[NH:15][C:14]=3[N:13]=[C:12]([NH2:23])[N:11]=2)=[CH:7][CH:8]=1. The yield is 0.730. (6) The reactants are [NH2:1][CH2:2][CH2:3][C:4]1([NH:13]S(C(C)(C)C)=O)[C:12]2[C:7](=[CH:8][CH:9]=[CH:10][CH:11]=2)[CH2:6][CH2:5]1.Cl.C1COCC1. The catalyst is C1COCC1. The product is [NH2:1][CH2:2][CH2:3][C:4]1([NH2:13])[C:12]2[C:7](=[CH:8][CH:9]=[CH:10][CH:11]=2)[CH2:6][CH2:5]1. The yield is 0.880. (7) The reactants are [CH3:1][O:2][C:3](=[O:24])/[C:4](/[C:11]1[CH:16]=[CH:15][C:14]([N:17]2[C:21]([CH3:22])=[N:20][N:19]=[N:18]2)=[C:13]([F:23])[CH:12]=1)=[CH:5]/[CH:6]1[CH2:10][CH2:9][CH2:8][CH2:7]1.[BH4-].[Na+]. The product is [CH3:1][O:2][C:3](=[O:24])[CH:4]([C:11]1[CH:16]=[CH:15][C:14]([N:17]2[C:21]([CH3:22])=[N:20][N:19]=[N:18]2)=[C:13]([F:23])[CH:12]=1)[CH2:5][CH:6]1[CH2:7][CH2:8][CH2:9][CH2:10]1. The yield is 0.990. The catalyst is CO.O.O.O.O.O.O.[Ni](Cl)Cl. (8) The reactants are F[C:2]1[CH:9]=[CH:8][C:7]([N+:10]([O-:12])=[O:11])=[CH:6][C:3]=1[C:4]#[N:5].C([O-])([O-])=O.[K+].[K+].[CH2:19]([NH:25][CH2:26][CH2:27][CH2:28][CH2:29][CH2:30][CH3:31])[CH2:20][CH2:21][CH2:22][CH2:23][CH3:24].C(Cl)Cl. The catalyst is CC#N. The product is [C:4]([C:3]1[CH:6]=[C:7]([N+:10]([O-:12])=[O:11])[CH:8]=[CH:9][C:2]=1[N:25]([CH2:26][CH2:27][CH2:28][CH2:29][CH2:30][CH3:31])[CH2:19][CH2:20][CH2:21][CH2:22][CH2:23][CH3:24])#[N:5]. The yield is 0.870. (9) The reactants are [OH:1][C:2]1[CH:3]=[C:4]([CH:7]=[CH:8][C:9]=1[O:10][CH3:11])[CH:5]=[O:6].C(=O)([O-])[O-].[K+].[K+].Br[CH2:19][CH2:20][F:21].[Cl-].[Na+]. The catalyst is CN(C=O)C. The product is [F:21][CH2:20][CH2:19][O:1][C:2]1[CH:3]=[C:4]([CH:7]=[CH:8][C:9]=1[O:10][CH3:11])[CH:5]=[O:6]. The yield is 0.970.